Dataset: Catalyst prediction with 721,799 reactions and 888 catalyst types from USPTO. Task: Predict which catalyst facilitates the given reaction. (1) Reactant: [CH3:1][N:2]([CH3:31])[C:3](=[O:30])[CH2:4][N:5]1[C:14]2[C:9](=[N:10][CH:11]=[C:12]([CH2:15][C:16]3[CH:21]=[CH:20][C:19]([F:22])=[CH:18][CH:17]=3)[CH:13]=2)[C:8]([OH:23])=[C:7]([C:24](OCC)=[O:25])[C:6]1=[O:29].[CH2:32]([O:34][CH2:35][CH2:36][NH2:37])[CH3:33]. Product: [CH3:1][N:2]([CH3:31])[C:3](=[O:30])[CH2:4][N:5]1[C:14]2[C:9](=[N:10][CH:11]=[C:12]([CH2:15][C:16]3[CH:21]=[CH:20][C:19]([F:22])=[CH:18][CH:17]=3)[CH:13]=2)[C:8]([OH:23])=[C:7]([C:24]([NH:37][CH2:36][CH2:35][O:34][CH2:32][CH3:33])=[O:25])[C:6]1=[O:29]. The catalyst class is: 18. (2) Reactant: [Br:1][C:2]1[CH:3]=[C:4]2[C:9](=[CH:10][CH:11]=1)[N:8]=[C:7]([CH2:12][CH:13]([CH3:15])[CH3:14])[C:6]([CH2:16][N:17]1C(=O)C3C(=CC=CC=3)C1=O)=[C:5]2[C:28]1[CH:33]=[CH:32][CH:31]=[CH:30][CH:29]=1.O.NN. Product: [Br:1][C:2]1[CH:3]=[C:4]2[C:9](=[CH:10][CH:11]=1)[N:8]=[C:7]([CH2:12][CH:13]([CH3:15])[CH3:14])[C:6]([CH2:16][NH2:17])=[C:5]2[C:28]1[CH:33]=[CH:32][CH:31]=[CH:30][CH:29]=1. The catalyst class is: 8. (3) Reactant: [CH3:1][N:2]1[C:11]2[C:6](=[CH:7][CH:8]=[CH:9][CH:10]=2)[CH:5]=[C:4]([C:12](O)=[O:13])[C:3]1=[O:15].C(Cl)(=O)C([Cl:19])=O.CN(C)C=O. Product: [CH3:1][N:2]1[C:11]2[C:6](=[CH:7][CH:8]=[CH:9][CH:10]=2)[CH:5]=[C:4]([C:12]([Cl:19])=[O:13])[C:3]1=[O:15]. The catalyst class is: 4. (4) Reactant: [C:1]([O:5][C:6]([N:8]1[CH2:14][CH2:13][CH2:12][C:11](=O)[CH2:10][CH2:9]1)=[O:7])([CH3:4])([CH3:3])[CH3:2].[NH2:16][CH2:17][CH2:18][CH2:19][CH2:20][OH:21].C(O)(=O)C.C(O[BH-](OC(=O)C)OC(=O)C)(=O)C.[Na+]. Product: [C:1]([O:5][C:6]([N:8]1[CH2:14][CH2:13][CH2:12][CH:11]([NH:16][CH2:17][CH2:18][CH2:19][CH2:20][OH:21])[CH2:10][CH2:9]1)=[O:7])([CH3:4])([CH3:3])[CH3:2]. The catalyst class is: 8. (5) Reactant: Br[C:2]([F:9])([F:8])[C:3]([O:5][CH2:6][CH3:7])=[O:4].Br[C:11]1[CH:16]=[CH:15][C:14]([CH3:17])=[CH:13][N:12]=1. Product: [CH2:6]([O:5][C:3](=[O:4])[C:2]([F:9])([F:8])[C:11]1[CH:16]=[CH:15][C:14]([CH3:17])=[CH:13][N:12]=1)[CH3:7]. The catalyst class is: 16. (6) Reactant: [CH:1]([NH:4][C:5]1[CH:10]=[CH:9][N:8]=[C:7]([C:11]2[C:19]3[C:14](=[CH:15][CH:16]=[C:17]([C:20]4[O:24][C:23]([NH:25]CC5C=CC(OC)=CC=5)=[N:22][N:21]=4)[CH:18]=3)[N:13]([S:35]([C:38]3[CH:44]=[CH:43][C:41]([CH3:42])=[CH:40][CH:39]=3)(=[O:37])=[O:36])[CH:12]=2)[N:6]=1)([CH3:3])[CH3:2]. Product: [CH:1]([NH:4][C:5]1[CH:10]=[CH:9][N:8]=[C:7]([C:11]2[C:19]3[C:14](=[CH:15][CH:16]=[C:17]([C:20]4[O:24][C:23]([NH2:25])=[N:22][N:21]=4)[CH:18]=3)[N:13]([S:35]([C:38]3[CH:39]=[CH:40][C:41]([CH3:42])=[CH:43][CH:44]=3)(=[O:36])=[O:37])[CH:12]=2)[N:6]=1)([CH3:3])[CH3:2]. The catalyst class is: 67. (7) Reactant: [F:1][C:2]1[CH:3]=[C:4]([CH:22]2[CH2:26][CH2:25][CH2:24][N:23]2C([O-])=O)[CH:5]=[CH:6][C:7]=1[C:8](=O)[NH:9][C:10]1[CH:15]=[CH:14][CH:13]=[C:12]([C:16]([O:18]C)=[O:17])[C:11]=1[OH:20].[OH-].[Na+]. Product: [F:1][C:2]1[CH:3]=[C:4]([CH:22]2[CH2:26][CH2:25][CH2:24][NH:23]2)[CH:5]=[CH:6][C:7]=1[C:8]1[O:20][C:11]2[C:12]([C:16]([OH:18])=[O:17])=[CH:13][CH:14]=[CH:15][C:10]=2[N:9]=1. The catalyst class is: 6. (8) Reactant: [NH:1]([C:13]([O:15][CH2:16][CH:17]1[C:29]2[C:24](=[CH:25][CH:26]=[CH:27][CH:28]=2)[C:23]2[C:18]1=[CH:19][CH:20]=[CH:21][CH:22]=2)=[O:14])[C@H:2]([C:10](O)=[O:11])[CH2:3][S:4][CH2:5][NH:6][C:7]([CH3:9])=[O:8].C1C=CC2N(O)N=NC=2C=1.[NH2:40][C@H:41]([C:48]([O:50][C:51]([CH3:54])([CH3:53])[CH3:52])=[O:49])[C:42]1[CH:47]=[CH:46][CH:45]=[CH:44][CH:43]=1.CC(C)N=C=NC(C)C. Product: [NH:1]([C:13]([O:15][CH2:16][CH:17]1[C:18]2[C:23](=[CH:22][CH:21]=[CH:20][CH:19]=2)[C:24]2[C:29]1=[CH:28][CH:27]=[CH:26][CH:25]=2)=[O:14])[C@H:2]([C:10]([NH:40][C@H:41]([C:48]([O:50][C:51]([CH3:54])([CH3:53])[CH3:52])=[O:49])[C:42]1[CH:47]=[CH:46][CH:45]=[CH:44][CH:43]=1)=[O:11])[CH2:3][S:4][CH2:5][NH:6][C:7]([CH3:9])=[O:8]. The catalyst class is: 2.